Dataset: Full USPTO retrosynthesis dataset with 1.9M reactions from patents (1976-2016). Task: Predict the reactants needed to synthesize the given product. Given the product [CH2:18]([N:17]([CH2:25][C:26]1[CH:31]=[CH:30][CH:29]=[CH:28][CH:27]=1)[C@H:10]1[CH2:9][C:8]2[C:13](=[CH:14][CH:15]=[CH:16][C:7]=2[C:47]2[CH:48]=[N:49][CH:50]=[CH:51][CH:52]=2)[O:12][CH2:11]1)[C:19]1[CH:24]=[CH:23][CH:22]=[CH:21][CH:20]=1, predict the reactants needed to synthesize it. The reactants are: FC(F)(F)S(O[C:7]1[CH:16]=[CH:15][CH:14]=[C:13]2[C:8]=1[CH2:9][C@H:10]([N:17]([CH2:25][C:26]1[CH:31]=[CH:30][CH:29]=[CH:28][CH:27]=1)[CH2:18][C:19]1[CH:24]=[CH:23][CH:22]=[CH:21][CH:20]=1)[CH2:11][O:12]2)(=O)=O.CCCC[Sn]([C:47]1[CH:52]=[CH:51][CH:50]=[N:49][CH:48]=1)(CCCC)CCCC.O.